Dataset: Full USPTO retrosynthesis dataset with 1.9M reactions from patents (1976-2016). Task: Predict the reactants needed to synthesize the given product. (1) Given the product [Cl:1][C:2]1[N:11]=[C:10]([N:13]([CH3:15])[CH3:14])[C:9]2[C:4](=[CH:5][CH:6]=[CH:7][CH:8]=2)[N:3]=1, predict the reactants needed to synthesize it. The reactants are: [Cl:1][C:2]1[N:11]=[C:10](Cl)[C:9]2[C:4](=[CH:5][CH:6]=[CH:7][CH:8]=2)[N:3]=1.[NH:13]([CH3:15])[CH3:14].C([O-])(O)=O.[Na+]. (2) Given the product [Br:1][C:2]1[N:7]=[C:6]([CH2:8][N:9]([CH3:21])[CH2:10][C:11]([NH:13][CH:14]2[CH2:18][CH2:17][CH2:16][CH2:15]2)=[O:12])[CH:5]=[CH:4][CH:3]=1, predict the reactants needed to synthesize it. The reactants are: [Br:1][C:2]1[N:7]=[C:6]([CH2:8][NH:9][CH2:10][C:11]([NH:13][CH:14]2[CH2:18][CH2:17][CH2:16][CH2:15]2)=[O:12])[CH:5]=[CH:4][CH:3]=1.C=O.[C:21](O)(=O)C.C(O[BH-](OC(=O)C)OC(=O)C)(=O)C.[Na+].